This data is from Full USPTO retrosynthesis dataset with 1.9M reactions from patents (1976-2016). The task is: Predict the reactants needed to synthesize the given product. Given the product [CH:7]1([C@@H:5]2[N:4]([C:12]3[CH:19]=[CH:18][C:15]([C:16]#[N:17])=[C:14]([CH3:20])[N:13]=3)[N:3]=[C:2]([C:29]3[CH:37]=[C:36]4[C:32](=[CH:31][CH:30]=3)[CH2:33][NH:34][C:35]4=[O:38])[CH2:6]2)[CH2:11][CH2:10][CH2:9][CH2:8]1, predict the reactants needed to synthesize it. The reactants are: Cl[C:2]1[CH2:6][C@H:5]([CH:7]2[CH2:11][CH2:10][CH2:9][CH2:8]2)[N:4]([C:12]2[CH:19]=[CH:18][C:15]([C:16]#[N:17])=[C:14]([CH3:20])[N:13]=2)[N:3]=1.CC1(C)C(C)(C)OB([C:29]2[CH:37]=[C:36]3[C:32]([CH2:33][NH:34][C:35]3=[O:38])=[CH:31][CH:30]=2)O1.